This data is from Catalyst prediction with 721,799 reactions and 888 catalyst types from USPTO. The task is: Predict which catalyst facilitates the given reaction. (1) Reactant: [C:1]1([S:7]([N:10]2[C:14]3=[N:15][CH:16]=[CH:17][CH:18]=[C:13]3[CH:12]=[CH:11]2)(=[O:9])=[O:8])[CH:6]=[CH:5][CH:4]=[CH:3][CH:2]=1.C([Li])CCC.CCCCCC.[O:30]1[C:34]2([CH2:38][CH2:37][CH:36]([CH2:39][CH:40]=[O:41])[CH2:35]2)[O:33][CH2:32][CH2:31]1. Product: [C:1]1([S:7]([N:10]2[C:14]3=[N:15][CH:16]=[CH:17][CH:18]=[C:13]3[CH:12]=[C:11]2[CH:40]([OH:41])[CH2:39][CH:36]2[CH2:37][CH2:38][C:34]3([O:30][CH2:31][CH2:32][O:33]3)[CH2:35]2)(=[O:9])=[O:8])[CH:2]=[CH:3][CH:4]=[CH:5][CH:6]=1. The catalyst class is: 7. (2) Product: [I:1][C:2]1[N:3]([CH:11]2[CH2:12][N:13]([C:15]([O:17][C:18]([CH3:21])([CH3:20])[CH3:19])=[O:16])[CH2:14]2)[N:4]=[C:5]([CH:7]([CH3:9])[CH3:8])[CH:6]=1.[I:1][C:2]1[CH:6]=[C:5]([CH:7]([CH3:9])[CH3:8])[N:4]([CH:11]2[CH2:12][N:13]([C:15]([O:17][C:18]([CH3:21])([CH3:20])[CH3:19])=[O:16])[CH2:14]2)[N:3]=1. Reactant: [I:1][C:2]1[CH:6]=[C:5]([CH:7]([CH3:9])[CH3:8])[NH:4][N:3]=1.I[CH:11]1[CH2:14][N:13]([C:15]([O:17][C:18]([CH3:21])([CH3:20])[CH3:19])=[O:16])[CH2:12]1. The catalyst class is: 9. (3) Reactant: [C:1]([C:5]1[NH:6][C:7](=O)[C:8]2[CH:14]=[C:13]([C:15]3[CH:20]=[CH:19][C:18]([Cl:21])=[CH:17][CH:16]=3)[C:12]([C:22]3[CH:27]=[CH:26][CH:25]=[CH:24][C:23]=3[Cl:28])=[N:11][C:9]=2[N:10]=1)([CH3:4])([CH3:3])[CH3:2].O=P(Cl)(Cl)[Cl:32].C1(C)C=CC=CC=1. Product: [C:1]([C:5]1[N:6]=[C:7]([Cl:32])[C:8]2[CH:14]=[C:13]([C:15]3[CH:20]=[CH:19][C:18]([Cl:21])=[CH:17][CH:16]=3)[C:12]([C:22]3[CH:27]=[CH:26][CH:25]=[CH:24][C:23]=3[Cl:28])=[N:11][C:9]=2[N:10]=1)([CH3:4])([CH3:3])[CH3:2]. The catalyst class is: 25. (4) Reactant: [Cl:1][C:2]1[CH:3]=[CH:4][C:5]2[N:11]3[CH:12]=[CH:13][N:14]=[C:10]3[C@@H:9]([CH2:15][CH:16]3[O:20][CH2:19][CH2:18][O:17]3)[O:8][C@H:7]([C:21]3[CH:26]=[CH:25][CH:24]=[C:23]([O:27][CH3:28])[C:22]=3[O:29][CH3:30])[C:6]=2[CH:31]=1.[Cl:32]N1C(=O)CCC1=O. Product: [Cl:32][C:13]1[N:14]=[C:10]2[C@@H:9]([CH2:15][CH:16]3[O:20][CH2:19][CH2:18][O:17]3)[O:8][C@H:7]([C:21]3[CH:26]=[CH:25][CH:24]=[C:23]([O:27][CH3:28])[C:22]=3[O:29][CH3:30])[C:6]3[CH:31]=[C:2]([Cl:1])[CH:3]=[CH:4][C:5]=3[N:11]2[CH:12]=1. The catalyst class is: 53. (5) Reactant: [CH3:1][O:2][C:3]1[CH:4]=[CH:5][C:6]([CH3:17])=[C:7]([NH:9][C:10](=[O:16])[O:11][C:12]([CH3:15])([CH3:14])[CH3:13])[CH:8]=1.C([Li])(CC)C.CON(C)[C:26]([C:28]1[CH:32]=[CH:31][S:30][CH:29]=1)=[O:27].[Cl-].[NH4+]. Product: [CH3:1][O:2][C:3]1[CH:4]=[CH:5][C:6]([CH2:17][C:26](=[O:27])[C:28]2[CH:32]=[CH:31][S:30][CH:29]=2)=[C:7]([NH:9][C:10](=[O:16])[O:11][C:12]([CH3:13])([CH3:14])[CH3:15])[CH:8]=1. The catalyst class is: 30. (6) Reactant: [NH2:1][C:2]1[C:11]2[C:6](=[CH:7][CH:8]=[CH:9][CH:10]=2)[C:5]([S:12][CH2:13][C:14]([OH:16])=[O:15])=[CH:4][CH:3]=1.N1C=CC=CC=1.O.[S:24]1[CH:28]=[CH:27][CH:26]=[C:25]1[S:29](Cl)(=[O:31])=[O:30]. Product: [S:24]1[CH:28]=[CH:27][CH:26]=[C:25]1[S:29]([NH:1][C:2]1[C:11]2[C:6](=[CH:7][CH:8]=[CH:9][CH:10]=2)[C:5]([S:12][CH2:13][C:14]([OH:16])=[O:15])=[CH:4][CH:3]=1)(=[O:31])=[O:30]. The catalyst class is: 1. (7) Reactant: Cl[C:2](OC1C=CC=CC=1)=[O:3].[NH2:11][C:12]1[C:13]([OH:29])=[C:14]([C:26](=[O:28])[CH3:27])[CH:15]=[CH:16][C:17]=1[O:18][CH2:19][C:20]1[CH:25]=[CH:24][CH:23]=[CH:22][CH:21]=1.Cl. Product: [C:26]([C:14]1[C:13]2[O:29][C:2](=[O:3])[NH:11][C:12]=2[C:17]([O:18][CH2:19][C:20]2[CH:25]=[CH:24][CH:23]=[CH:22][CH:21]=2)=[CH:16][CH:15]=1)(=[O:28])[CH3:27]. The catalyst class is: 17. (8) Reactant: [CH3:1][C@@:2]12[C@H:11]3[CH2:12][CH:13]=[C:14]4[C@@H:19]5[CH2:20][C:21]([CH3:25])([CH3:24])[CH2:22][CH2:23][C@:18]5([C:26]([OH:28])=[O:27])[CH2:17][CH2:16][C@@:15]4([CH3:29])[C@:10]3([CH3:30])[CH2:9][CH2:8][C@H:7]1[C:6]([CH3:32])([CH3:31])[C@@H:5]([OH:33])[CH2:4][CH2:3]2.CC(OI1(OC(C)=O)(OC(C)=O)OC(=O)C2C=CC=CC1=2)=O. Product: [CH3:24][C:21]1([CH3:25])[CH2:22][CH2:23][C@@:18]2([C:26]([OH:28])=[O:27])[CH:19]([C:14]3[C@@:15]([CH3:29])([CH2:16][CH2:17]2)[C@@:10]2([CH3:30])[CH:11]([C@:2]4([CH3:1])[CH:7]([CH2:8][CH2:9]2)[C:6]([CH3:32])([CH3:31])[C:5](=[O:33])[CH2:4][CH2:3]4)[CH2:12][CH:13]=3)[CH2:20]1. The catalyst class is: 2.